Dataset: Peptide-MHC class II binding affinity with 134,281 pairs from IEDB. Task: Regression. Given a peptide amino acid sequence and an MHC pseudo amino acid sequence, predict their binding affinity value. This is MHC class II binding data. (1) The peptide sequence is GRKTRSAYERMCNIL. The MHC is DRB1_0701 with pseudo-sequence DRB1_0701. The binding affinity (normalized) is 0.394. (2) The MHC is DRB1_1602 with pseudo-sequence DRB1_1602. The peptide sequence is PTPVNIIGRNMLTQIGC. The binding affinity (normalized) is 0.201. (3) The peptide sequence is VQTAVDFGNSYIAEM. The MHC is HLA-DQA10501-DQB10302 with pseudo-sequence HLA-DQA10501-DQB10302. The binding affinity (normalized) is 0.414. (4) The peptide sequence is YDNDNPYRTWHYCGS. The MHC is DRB1_0701 with pseudo-sequence DRB1_0701. The binding affinity (normalized) is 0.413. (5) The peptide sequence is YAHAAHAAHAAHAAHAA. The MHC is DRB3_0202 with pseudo-sequence DRB3_0202. The binding affinity (normalized) is 0.218.